The task is: Predict which catalyst facilitates the given reaction.. This data is from Catalyst prediction with 721,799 reactions and 888 catalyst types from USPTO. (1) Reactant: Br[C:2]1[CH:3]=[C:4]([NH2:22])[C:5]([N:9]([CH:14]2[CH2:19][CH2:18][C:17]([F:21])([F:20])[CH2:16][CH2:15]2)[CH2:10][CH:11]([CH3:13])[CH3:12])=[CH:6][C:7]=1[F:8].[F:23][C:24]1[CH:33]=[CH:32][C:27]([C:28]([O:30][CH3:31])=[O:29])=[C:26](B2OC(C)(C)C(C)(C)O2)[CH:25]=1.P([O-])([O-])([O-])=O.[K+].[K+].[K+]. The catalyst class is: 75. Product: [NH2:22][C:4]1[C:5]([N:9]([CH:14]2[CH2:19][CH2:18][C:17]([F:21])([F:20])[CH2:16][CH2:15]2)[CH2:10][CH:11]([CH3:13])[CH3:12])=[CH:6][C:7]([F:8])=[C:2]([C:26]2[C:27]([C:28]([O:30][CH3:31])=[O:29])=[CH:32][CH:33]=[C:24]([F:23])[CH:25]=2)[CH:3]=1. (2) Reactant: [OH:1][C@H:2]1[CH2:7][CH2:6][CH2:5][N:4]([C:8]([O:10][C:11]([CH3:14])([CH3:13])[CH3:12])=[O:9])[CH2:3]1.[H-].[Na+].Cl[C:18]1[CH:27]=[CH:26][C:25]2[C:20](=[C:21]([C:28]3[NH:36][C:35]4[CH2:34][CH2:33][NH:32][C:31](=[O:37])[C:30]=4[CH:29]=3)[CH:22]=[CH:23][CH:24]=2)[N:19]=1. Product: [O:37]=[C:31]1[C:30]2[CH:29]=[C:28]([C:21]3[CH:22]=[CH:23][CH:24]=[C:25]4[C:20]=3[N:19]=[C:18]([O:1][C@H:2]3[CH2:7][CH2:6][CH2:5][N:4]([C:8]([O:10][C:11]([CH3:14])([CH3:13])[CH3:12])=[O:9])[CH2:3]3)[CH:27]=[CH:26]4)[NH:36][C:35]=2[CH2:34][CH2:33][NH:32]1. The catalyst class is: 1. (3) The catalyst class is: 6. Reactant: COC(C)(C)C.[C:7]([NH:26][C@H:27]([C@H:33]([OH:49])[CH2:34][CH2:35][CH2:36][CH2:37][CH2:38][CH2:39][CH2:40][CH2:41][CH2:42][CH2:43][CH2:44][CH2:45][CH2:46][CH2:47][CH3:48])[C:28](OCC)=[O:29])(=[O:25])[CH2:8][CH2:9][CH2:10][CH2:11][CH2:12][CH2:13][CH2:14][CH2:15][CH2:16][CH2:17][CH2:18][CH2:19][CH2:20][CH2:21][CH2:22][CH2:23][CH3:24].[BH4-].[Na+]. Product: [C:7]([NH:26][C@H:27]([C@H:33]([OH:49])[CH2:34][CH2:35][CH2:36][CH2:37][CH2:38][CH2:39][CH2:40][CH2:41][CH2:42][CH2:43][CH2:44][CH2:45][CH2:46][CH2:47][CH3:48])[CH2:28][OH:29])(=[O:25])[CH2:8][CH2:9][CH2:10][CH2:11][CH2:12][CH2:13][CH2:14][CH2:15][CH2:16][CH2:17][CH2:18][CH2:19][CH2:20][CH2:21][CH2:22][CH2:23][CH3:24].